Task: Predict the reactants needed to synthesize the given product.. Dataset: Full USPTO retrosynthesis dataset with 1.9M reactions from patents (1976-2016) (1) Given the product [Cl:8][C:6]1[N:5]=[C:4]([S:9][CH3:10])[N:3]=[C:2]([NH:11][C:12]2[CH:22]=[CH:21][C:15]([C:16]([O:18][CH2:19][CH3:20])=[O:17])=[CH:14][N:13]=2)[CH:7]=1, predict the reactants needed to synthesize it. The reactants are: Cl[C:2]1[CH:7]=[C:6]([Cl:8])[N:5]=[C:4]([S:9][CH3:10])[N:3]=1.[NH2:11][C:12]1[CH:22]=[CH:21][C:15]([C:16]([O:18][CH2:19][CH3:20])=[O:17])=[CH:14][N:13]=1.C[Si]([N-][Si](C)(C)C)(C)C.[Na+]. (2) Given the product [Cl:26][C:27]1[CH:35]=[CH:34][CH:33]=[C:32]([Cl:36])[C:28]=1[C:29]([O:25][CH:20]([CH2:19][C:14]1[CH:15]=[C:16]2[C:11](=[CH:12][CH:13]=1)[N:10]=[C:9]([C:3]1[C:4]([Cl:8])=[CH:5][CH:6]=[CH:7][C:2]=1[Cl:1])[CH:18]=[CH:17]2)[C:21]([O:23][CH3:24])=[O:22])=[O:30], predict the reactants needed to synthesize it. The reactants are: [Cl:1][C:2]1[CH:7]=[CH:6][CH:5]=[C:4]([Cl:8])[C:3]=1[C:9]1[CH:18]=[CH:17][C:16]2[C:11](=[CH:12][CH:13]=[C:14]([CH2:19][CH:20]([OH:25])[C:21]([O:23][CH3:24])=[O:22])[CH:15]=2)[N:10]=1.[Cl:26][C:27]1[CH:35]=[CH:34][CH:33]=[C:32]([Cl:36])[C:28]=1[C:29](Cl)=[O:30].C([O-])(O)=O.[Na+].